Dataset: NCI-60 drug combinations with 297,098 pairs across 59 cell lines. Task: Regression. Given two drug SMILES strings and cell line genomic features, predict the synergy score measuring deviation from expected non-interaction effect. (1) Drug 1: CC1C(C(=O)NC(C(=O)N2CCCC2C(=O)N(CC(=O)N(C(C(=O)O1)C(C)C)C)C)C(C)C)NC(=O)C3=C4C(=C(C=C3)C)OC5=C(C(=O)C(=C(C5=N4)C(=O)NC6C(OC(=O)C(N(C(=O)CN(C(=O)C7CCCN7C(=O)C(NC6=O)C(C)C)C)C)C(C)C)C)N)C. Drug 2: CC1C(C(CC(O1)OC2CC(OC(C2O)C)OC3=CC4=CC5=C(C(=O)C(C(C5)C(C(=O)C(C(C)O)O)OC)OC6CC(C(C(O6)C)O)OC7CC(C(C(O7)C)O)OC8CC(C(C(O8)C)O)(C)O)C(=C4C(=C3C)O)O)O)O. Cell line: RPMI-8226. Synergy scores: CSS=43.6, Synergy_ZIP=-6.16, Synergy_Bliss=-10.4, Synergy_Loewe=-20.2, Synergy_HSA=-10.6. (2) Drug 1: CC12CCC(CC1=CCC3C2CCC4(C3CC=C4C5=CN=CC=C5)C)O. Drug 2: CC12CCC3C(C1CCC2=O)CC(=C)C4=CC(=O)C=CC34C. Cell line: HCC-2998. Synergy scores: CSS=8.42, Synergy_ZIP=0.336, Synergy_Bliss=-6.26, Synergy_Loewe=-14.0, Synergy_HSA=-7.80. (3) Drug 1: CCC1=C2CN3C(=CC4=C(C3=O)COC(=O)C4(CC)O)C2=NC5=C1C=C(C=C5)O. Drug 2: B(C(CC(C)C)NC(=O)C(CC1=CC=CC=C1)NC(=O)C2=NC=CN=C2)(O)O. Cell line: TK-10. Synergy scores: CSS=37.6, Synergy_ZIP=-3.55, Synergy_Bliss=-0.929, Synergy_Loewe=-6.93, Synergy_HSA=-1.61. (4) Drug 2: COC1=C2C(=CC3=C1OC=C3)C=CC(=O)O2. Cell line: MOLT-4. Synergy scores: CSS=17.6, Synergy_ZIP=-9.94, Synergy_Bliss=-21.3, Synergy_Loewe=-65.3, Synergy_HSA=-22.0. Drug 1: CC1C(C(=O)NC(C(=O)N2CCCC2C(=O)N(CC(=O)N(C(C(=O)O1)C(C)C)C)C)C(C)C)NC(=O)C3=C4C(=C(C=C3)C)OC5=C(C(=O)C(=C(C5=N4)C(=O)NC6C(OC(=O)C(N(C(=O)CN(C(=O)C7CCCN7C(=O)C(NC6=O)C(C)C)C)C)C(C)C)C)N)C. (5) Drug 1: CC1=C(C=C(C=C1)NC2=NC=CC(=N2)N(C)C3=CC4=NN(C(=C4C=C3)C)C)S(=O)(=O)N.Cl. Drug 2: CC12CCC3C(C1CCC2OP(=O)(O)O)CCC4=C3C=CC(=C4)OC(=O)N(CCCl)CCCl.[Na+]. Cell line: MCF7. Synergy scores: CSS=-15.2, Synergy_ZIP=5.21, Synergy_Bliss=1.10, Synergy_Loewe=-7.12, Synergy_HSA=-7.12. (6) Drug 1: CCC1(CC2CC(C3=C(CCN(C2)C1)C4=CC=CC=C4N3)(C5=C(C=C6C(=C5)C78CCN9C7C(C=CC9)(C(C(C8N6C=O)(C(=O)OC)O)OC(=O)C)CC)OC)C(=O)OC)O.OS(=O)(=O)O. Drug 2: CCC1=C2CN3C(=CC4=C(C3=O)COC(=O)C4(CC)O)C2=NC5=C1C=C(C=C5)O. Cell line: NCIH23. Synergy scores: CSS=45.6, Synergy_ZIP=-2.00, Synergy_Bliss=3.29, Synergy_Loewe=0.682, Synergy_HSA=5.30.